Dataset: Forward reaction prediction with 1.9M reactions from USPTO patents (1976-2016). Task: Predict the product of the given reaction. (1) Given the reactants Cl[C:2](=[O:13])[CH2:3][CH2:4][CH2:5][CH2:6][CH2:7][CH2:8][C:9]([O:11][CH3:12])=[O:10].[Br:14][C:15]1[CH:21]=[CH:20][C:18]([NH2:19])=[C:17]([N+:22]([O-:24])=[O:23])[CH:16]=1.C(N(CC)CC)C, predict the reaction product. The product is: [Br:14][C:15]1[CH:21]=[CH:20][C:18]([NH:19][C:2](=[O:13])[CH2:3][CH2:4][CH2:5][CH2:6][CH2:7][CH2:8][C:9]([O:11][CH3:12])=[O:10])=[C:17]([N+:22]([O-:24])=[O:23])[CH:16]=1. (2) Given the reactants [F:1][C:2]([F:26])([F:25])[O:3][C:4]1[CH:9]=[CH:8][C:7]([N:10]2[CH:14]=[N:13][C:12]([C:15]3[CH:20]=[CH:19][C:18]([CH2:21][CH2:22][CH2:23][NH2:24])=[CH:17][CH:16]=3)=[N:11]2)=[CH:6][CH:5]=1.[CH:27]([C:30]1[CH:35]=[C:34]([CH3:36])[CH:33]=[CH:32][C:31]=1[NH:37][C:38]([NH2:40])=[S:39])([CH3:29])[CH3:28].[C:41]([O-])(=[O:43])C.[Na+], predict the reaction product. The product is: [CH:27]([C:30]1[CH:35]=[C:34]([CH3:36])[CH:33]=[CH:32][C:31]=1[NH:37][C:38]([NH:40][C:41]([NH:24][CH2:23][CH2:22][CH2:21][C:18]1[CH:19]=[CH:20][C:15]([C:12]2[N:13]=[CH:14][N:10]([C:7]3[CH:6]=[CH:5][C:4]([O:3][C:2]([F:1])([F:25])[F:26])=[CH:9][CH:8]=3)[N:11]=2)=[CH:16][CH:17]=1)=[O:43])=[S:39])([CH3:29])[CH3:28]. (3) Given the reactants [N:1]1[C:6]2[NH:7][CH:8]=[CH:9][C:5]=2[C:4]([N:10]2[CH2:14][CH2:13][C@@H:12]([N:15]([CH3:24])[C:16]3[CH:21]=[CH:20][C:19]([NH2:22])=[C:18]([NH2:23])[N:17]=3)[CH2:11]2)=[N:3][CH:2]=1.[C:25](N1C=CN=C1)(N1C=CN=C1)=[O:26], predict the reaction product. The product is: [N:1]1[C:6]2[NH:7][CH:8]=[CH:9][C:5]=2[C:4]([N:10]2[CH2:14][CH2:13][C@@H:12]([N:15]([CH3:24])[C:16]3[N:17]=[C:18]4[NH:23][C:25](=[O:26])[NH:22][C:19]4=[CH:20][CH:21]=3)[CH2:11]2)=[N:3][CH:2]=1. (4) Given the reactants Cl[CH2:2][C:3]([NH:5][C:6]1[CH:11]=[C:10]([N+:12]([O-:14])=[O:13])[CH:9]=[CH:8][C:7]=1[CH3:15])=[O:4].[NH:16]1[CH2:21][CH2:20][O:19][CH2:18][CH2:17]1.C(N(CC)CC)C.[I-].[K+], predict the reaction product. The product is: [CH3:15][C:7]1[CH:8]=[CH:9][C:10]([N+:12]([O-:14])=[O:13])=[CH:11][C:6]=1[NH:5][C:3](=[O:4])[CH2:2][N:16]1[CH2:21][CH2:20][O:19][CH2:18][CH2:17]1. (5) Given the reactants I([O-])(=O)(=O)=[O:2].[Na+].[CH3:7][C:8]1[N:12]([CH2:13][C:14]([N:16]2[CH2:21][CH2:20][CH:19]([C:22]3[S:23][CH:24]=[C:25]([CH2:27][S:28][C:29]4[C:38]5[C:33](=[CH:34][CH:35]=[CH:36][CH:37]=5)[CH:32]=[CH:31][CH:30]=4)[N:26]=3)[CH2:18][CH2:17]2)=[O:15])[N:11]=[C:10]([C:39]([F:42])([F:41])[F:40])[CH:9]=1.[Cl-].[Na+], predict the reaction product. The product is: [CH3:7][C:8]1[N:12]([CH2:13][C:14]([N:16]2[CH2:17][CH2:18][CH:19]([C:22]3[S:23][CH:24]=[C:25]([CH2:27][S:28]([C:29]4[C:38]5[C:33](=[CH:34][CH:35]=[CH:36][CH:37]=5)[CH:32]=[CH:31][CH:30]=4)=[O:2])[N:26]=3)[CH2:20][CH2:21]2)=[O:15])[N:11]=[C:10]([C:39]([F:40])([F:42])[F:41])[CH:9]=1. (6) Given the reactants [I:1][C:2]1[CH:3]=[C:4]([C:8]2(O)[CH2:12][CH2:11][O:10][CH2:9]2)[CH:5]=[CH:6][CH:7]=1.C([SiH](CC)CC)C.C(O)(C(F)(F)F)=O.C([O-])([O-])=O.[K+].[K+], predict the reaction product. The product is: [I:1][C:2]1[CH:3]=[C:4]([CH:8]2[CH2:12][CH2:11][O:10][CH2:9]2)[CH:5]=[CH:6][CH:7]=1. (7) The product is: [C:3]([N:6]1[C:15]2[C:10](=[CH:11][C:12]([C:16]([OH:18])=[O:17])=[CH:13][CH:14]=2)[C@H:9]([NH:21][C:22]2[S:23][C:24]([C:27]#[N:28])=[CH:25][CH:26]=2)[C@@H:8]([CH3:29])[C@@H:7]1[CH:30]1[CH2:31][CH2:32]1)(=[O:5])[CH3:4]. Given the reactants [OH-].[Li+].[C:3]([N:6]1[C:15]2[C:10](=[CH:11][C:12]([C:16]([O:18]CC)=[O:17])=[CH:13][CH:14]=2)[C@H:9]([NH:21][C:22]2[S:23][C:24]([C:27]#[N:28])=[CH:25][CH:26]=2)[C@@H:8]([CH3:29])[C@@H:7]1[CH:30]1[CH2:32][CH2:31]1)(=[O:5])[CH3:4].Cl, predict the reaction product. (8) Given the reactants [CH3:1][CH:2]1[N:7](C(OC(C)(C)C)=O)[CH2:6][C:5]2[C:15]([C:18]3[S:19][CH:20]=[CH:21][CH:22]=3)=[N:16][NH:17][C:4]=2[CH2:3]1.C(OCC)(=O)C, predict the reaction product. The product is: [CH3:1][CH:2]1[NH:7][CH2:6][C:5]2[C:15]([C:18]3[S:19][CH:20]=[CH:21][CH:22]=3)=[N:16][NH:17][C:4]=2[CH2:3]1. (9) Given the reactants [N:1]1[CH:6]=[CH:5][N:4]=[CH:3][C:2]=1[C:7]#[C:8][C:9]12[CH2:18][CH:13]3[CH2:14][CH:15]([CH2:17][C:11]([NH:19]C(=O)OC(C)(C)C)([CH2:12]3)[CH2:10]1)[CH2:16]2.C(O)(C(F)(F)F)=O, predict the reaction product. The product is: [N:1]1[CH:6]=[CH:5][N:4]=[CH:3][C:2]=1[C:7]#[C:8][C:9]12[CH2:18][CH:13]3[CH2:14][CH:15]([CH2:17][C:11]([NH2:19])([CH2:12]3)[CH2:10]1)[CH2:16]2. (10) Given the reactants [F:1][C:2]1[CH:7]=[C:6]([F:8])[CH:5]=[CH:4][C:3]=1[N:9]1[CH:13]([C:14]2[CH:19]=[CH:18][C:17]([C:20]3[CH2:21][CH2:22][N:23](C(OC(C)(C)C)=O)[CH2:24][CH:25]=3)=[CH:16][CH:15]=2)[CH2:12][C:11]([C:33]([C:39]([F:42])([F:41])[F:40])([C:35]([F:38])([F:37])[F:36])[OH:34])=[N:10]1.[F:43][C:44]([F:49])([F:48])[C:45]([O-:47])=[O:46], predict the reaction product. The product is: [F:43][C:44]([F:49])([F:48])[C:45]([OH:47])=[O:46].[F:1][C:2]1[CH:7]=[C:6]([F:8])[CH:5]=[CH:4][C:3]=1[N:9]1[CH:13]([C:14]2[CH:19]=[CH:18][C:17]([C:20]3[CH2:21][CH2:22][NH:23][CH2:24][CH:25]=3)=[CH:16][CH:15]=2)[CH2:12][C:11]([C:33]([C:39]([F:40])([F:41])[F:42])([C:35]([F:36])([F:37])[F:38])[OH:34])=[N:10]1.